From a dataset of Full USPTO retrosynthesis dataset with 1.9M reactions from patents (1976-2016). Predict the reactants needed to synthesize the given product. (1) The reactants are: [CH3:1][O:2][C:3](=[O:38])[C@@H:4]([NH:14][C:15]([C:17]1[C:18]([CH2:36][CH3:37])=[N:19][C:20]([NH:25][CH2:26][CH2:27][CH2:28][C:29]2[CH:34]=[CH:33][CH:32]=[C:31]([OH:35])[CH:30]=2)=[N:21][C:22]=1[CH2:23][CH3:24])=[O:16])[CH2:5][NH:6][C:7]([O:9]C(C)(C)C)=O.[C:39](O)([C:41](F)(F)F)=O.C(N(CC)CC)C.[S:53]1[CH:57]=CC=[C:54]1C(O)=O.CN(C(ON1N=NC2C=CC=CC1=2)=[N+](C)C)C.F[P-](F)(F)(F)(F)F.C1C=CC2N(O)N=NC=2C=1. Given the product [CH3:1][O:2][C:3](=[O:38])[C@@H:4]([NH:14][C:15]([C:17]1[C:22]([CH2:23][CH3:24])=[N:21][C:20]([NH:25][CH2:26][CH2:27][CH2:28][C:29]2[CH:34]=[CH:33][CH:32]=[C:31]([OH:35])[CH:30]=2)=[N:19][C:18]=1[CH2:36][CH3:37])=[O:16])[CH2:5][NH:6][C:7]([C:54]1[S:53][CH:57]=[CH:39][CH:41]=1)=[O:9], predict the reactants needed to synthesize it. (2) Given the product [C:13]([O:16][CH:17]([CH2:43][O:44][CH:45]([CH3:47])[CH3:46])[CH2:18][O:19][C:20]1[CH:25]=[CH:24][C:23](/[CH:26]=[CH:27]/[C:28](=[O:29])[NH:56][S:53]([CH2:48][CH2:49][CH2:50][CH2:51][CH3:52])(=[O:55])=[O:54])=[C:22]([O:31][C:32]2[C:37]([Cl:38])=[CH:36][C:35]([C:39]([F:42])([F:41])[F:40])=[CH:34][N:33]=2)[CH:21]=1)(=[O:15])[CH3:14], predict the reactants needed to synthesize it. The reactants are: Cl.C(N=C=NCCCN(C)C)C.[C:13]([O:16][CH:17]([CH2:43][O:44][CH:45]([CH3:47])[CH3:46])[CH2:18][O:19][C:20]1[CH:25]=[CH:24][C:23](/[CH:26]=[CH:27]/[C:28](O)=[O:29])=[C:22]([O:31][C:32]2[C:37]([Cl:38])=[CH:36][C:35]([C:39]([F:42])([F:41])[F:40])=[CH:34][N:33]=2)[CH:21]=1)(=[O:15])[CH3:14].[CH2:48]([S:53]([NH2:56])(=[O:55])=[O:54])[CH2:49][CH2:50][CH2:51][CH3:52].Cl. (3) Given the product [F:1][C:2]1[C:7]2[NH:8][C:9]([C:11]3[S:12][CH:13]=[CH:14][CH:15]=3)=[N:10][C:6]=2[C:5]([C:16]([OH:18])=[O:17])=[CH:4][CH:3]=1, predict the reactants needed to synthesize it. The reactants are: [F:1][C:2]1[C:7]2[NH:8][C:9]([C:11]3[S:12][CH:13]=[CH:14][CH:15]=3)=[N:10][C:6]=2[C:5]([C:16]([O:18]C)=[O:17])=[CH:4][CH:3]=1. (4) Given the product [N:19]1([C:24]2[CH:29]=[C:28]([C:30]([F:32])([F:31])[F:33])[CH:27]=[CH:26][C:25]=2[C:34]2[CH:35]=[CH:36][CH:37]=[C:38]3[C:43]=2[CH2:8][CH2:7][N:9]([S:14]([NH:6][C:5]2[S:1][N:2]=[CH:3][N:4]=2)(=[O:16])=[O:15])[CH2:39]3)[CH:23]=[CH:22][N:21]=[CH:20]1, predict the reactants needed to synthesize it. The reactants are: [S:1]1[C:5]([NH2:6])=[N:4][CH:3]=[N:2]1.[CH2:7]([N:9](CC)CC)[CH3:8].[S:14](Cl)(Cl)(=[O:16])=[O:15].[N:19]1([C:24]2[CH:29]=[C:28]([C:30]([F:33])([F:32])[F:31])[CH:27]=[CH:26][C:25]=2[C:34]2[CH:35]=[CH:36][CH:37]=[C:38]3[C:43]=2CNC[CH2:39]3)[CH:23]=[CH:22][N:21]=[CH:20]1.C(O)(=O)CC(CC(O)=O)(C(O)=O)O. (5) The reactants are: [C@@H:1]1([N:9]2[C:18]3[N:17]=[CH:16][N:15]=[C:13]([NH2:14])[C:12]=3[N:11]=[CH:10]2)[O:8][C@H:5]([CH2:6][OH:7])[C@@H:3]([OH:4])[CH2:2]1.[Br:19]Br.S(S([O-])=O)([O-])(=O)=O.[Na+].[Na+].[OH-].[Na+]. Given the product [Br:19][C:10]1[N:9]([C:18]2[N:17]=[CH:16][N:15]=[C:13]([NH2:14])[C:12]=2[N:11]=1)[C@@H:1]1[O:8][C@H:5]([CH2:6][OH:7])[C@@H:3]([OH:4])[CH2:2]1, predict the reactants needed to synthesize it. (6) Given the product [CH2:45]([C:47]1[CH:52]=[C:51]([C:53]2[N:54]=[C:11]([C:7]3[S:8][C:9]([CH3:10])=[C:5]([CH2:1][CH:2]([CH3:3])[CH3:4])[CH:6]=3)[O:13][N:56]=2)[CH:50]=[C:49]([CH3:57])[C:48]=1[CH2:58][CH2:59][C:60]([OH:62])=[O:61])[CH3:46], predict the reactants needed to synthesize it. The reactants are: [CH2:1]([C:5]1[CH:6]=[C:7]([C:11]([OH:13])=O)[S:8][C:9]=1[CH3:10])[CH:2]([CH3:4])[CH3:3].CCN(C(C)C)C(C)C.CN(C(ON1N=NC2C=CC=CC1=2)=[N+](C)C)C.[B-](F)(F)(F)F.[CH2:45]([C:47]1[CH:52]=[C:51]([C:53](=[NH:56])[NH:54]O)[CH:50]=[C:49]([CH3:57])[C:48]=1[CH2:58][CH2:59][C:60]([OH:62])=[O:61])[CH3:46]. (7) Given the product [Cl:12][C:13]1[CH:18]=[CH:17][C:16]([N:19]2[C:8](=[O:10])[C:3]3[S:4][CH:5]=[C:6]([CH3:7])[C:2]=3[NH:1][C:20]2=[S:21])=[CH:15][CH:14]=1, predict the reactants needed to synthesize it. The reactants are: [NH2:1][C:2]1[C:6]([CH3:7])=[CH:5][S:4][C:3]=1[C:8]([O:10]C)=O.[Cl:12][C:13]1[CH:18]=[CH:17][C:16]([N:19]=[C:20]=[S:21])=[CH:15][CH:14]=1. (8) Given the product [CH2:35]([N:16]1[C:17]2[CH2:22][CH2:21][N:20]([C:23](=[O:25])[CH3:24])[CH2:19][C:18]=2[C:14]([NH:13][C:9]2[CH:10]=[CH:11][CH:12]=[C:7]([C:5]3[CH:4]=[N:3][N:2]([CH3:1])[CH:6]=3)[CH:8]=2)=[N:15]1)[CH:33]=[CH2:34], predict the reactants needed to synthesize it. The reactants are: [CH3:1][N:2]1[CH:6]=[C:5]([C:7]2[CH:8]=[C:9]([NH:13][C:14]3[C:18]4[CH2:19][N:20]([C:23](=[O:25])[CH3:24])[CH2:21][CH2:22][C:17]=4[NH:16][N:15]=3)[CH:10]=[CH:11][CH:12]=2)[CH:4]=[N:3]1.C([O-])([O-])=O.[Cs+].[Cs+].Br[CH:33]1[CH2:35][CH2:34]1.